Dataset: Aqueous solubility values for 9,982 compounds from the AqSolDB database. Task: Regression/Classification. Given a drug SMILES string, predict its absorption, distribution, metabolism, or excretion properties. Task type varies by dataset: regression for continuous measurements (e.g., permeability, clearance, half-life) or binary classification for categorical outcomes (e.g., BBB penetration, CYP inhibition). For this dataset (solubility_aqsoldb), we predict Y. (1) The compound is CCCCCCC(=O)N(C)c1ccc(S(=O)(=O)N(C)C)cc1. The Y is -3.68 log mol/L. (2) The drug is CCCCOC(=O)C1(O)c2ccccc2-c2ccccc21. The Y is -3.89 log mol/L. (3) The compound is CC(C)c1cc(OP(=O)(Oc2ccccc2)Oc2ccccc2)cc(-c2ccccc2)c1. The Y is -6.85 log mol/L.